Task: Regression. Given a peptide amino acid sequence and an MHC pseudo amino acid sequence, predict their binding affinity value. This is MHC class I binding data.. Dataset: Peptide-MHC class I binding affinity with 185,985 pairs from IEDB/IMGT (1) The peptide sequence is RPLMKNTYL. The MHC is HLA-B08:01 with pseudo-sequence HLA-B08:01. The binding affinity (normalized) is 0.723. (2) The peptide sequence is IMIGVLVGV. The MHC is HLA-A02:01 with pseudo-sequence HLA-A02:01. The binding affinity (normalized) is 0.617. (3) The binding affinity (normalized) is 0.0847. The peptide sequence is KRVDWSVEY. The MHC is HLA-B40:01 with pseudo-sequence HLA-B40:01. (4) The peptide sequence is ILGVFRRPF. The MHC is HLA-B08:01 with pseudo-sequence HLA-B08:01. The binding affinity (normalized) is 0.0847. (5) The peptide sequence is VPVNVSDEA. The MHC is Mamu-A2201 with pseudo-sequence Mamu-A2201. The binding affinity (normalized) is 0.241.